Dataset: Forward reaction prediction with 1.9M reactions from USPTO patents (1976-2016). Task: Predict the product of the given reaction. (1) The product is: [CH2:3]([O:10][C:11]1[C:16]([Cl:17])=[CH:15][C:14]([N+:18]([O-:20])=[O:19])=[C:13]([OH:1])[CH:12]=1)[C:4]1[CH:9]=[CH:8][CH:7]=[CH:6][CH:5]=1. Given the reactants [OH-:1].[Na+].[CH2:3]([O:10][C:11]1[C:16]([Cl:17])=[CH:15][C:14]([N+:18]([O-:20])=[O:19])=[C:13](F)[CH:12]=1)[C:4]1[CH:9]=[CH:8][CH:7]=[CH:6][CH:5]=1, predict the reaction product. (2) Given the reactants [C:1]([Si:5]([CH3:19])([CH3:18])[O:6][CH2:7][C:8]([C:11]1[CH:16]=[CH:15][C:14]([NH2:17])=[CH:13][CH:12]=1)([CH3:10])[CH3:9])([CH3:4])([CH3:3])[CH3:2].[Br:20]N1C(=O)CCC1=O.CCOC(C)=O, predict the reaction product. The product is: [Br:20][C:13]1[CH:12]=[C:11]([C:8]([CH3:10])([CH3:9])[CH2:7][O:6][Si:5]([C:1]([CH3:4])([CH3:2])[CH3:3])([CH3:18])[CH3:19])[CH:16]=[CH:15][C:14]=1[NH2:17]. (3) Given the reactants COC1C=C(OC)C=CC=1C[N:6]1[C:11]([C:12]2[S:13][C:14]([N:17]([CH3:19])[CH3:18])=[CH:15][CH:16]=2)=[C:10]([CH2:20][CH3:21])[C:9]([OH:22])=[C:8]([C:23]([O:25][CH3:26])=[O:24])[C:7]1=[O:27].C1(OC)C=CC=CC=1.C(O)(C(F)(F)F)=O, predict the reaction product. The product is: [CH3:19][N:17]([CH3:18])[C:14]1[S:13][C:12]([C:11]2[NH:6][C:7](=[O:27])[C:8]([C:23]([O:25][CH3:26])=[O:24])=[C:9]([OH:22])[C:10]=2[CH2:20][CH3:21])=[CH:16][CH:15]=1. (4) Given the reactants [CH3:1][C:2]1[C:6]([CH2:7][N:8]2[CH:12]=[C:11]([N:13]3[C:17](=[O:18])[CH:16]([CH2:19][C:20](O)=[O:21])[NH:15][C:14]3=[O:23])[CH:10]=[N:9]2)=[C:5]([CH3:24])[O:4][N:3]=1.[CH2:25]([NH2:32])[C:26]1[CH:31]=[CH:30][CH:29]=[CH:28][CH:27]=1, predict the reaction product. The product is: [CH2:25]([NH:32][C:20](=[O:21])[CH2:19][CH:16]1[C:17](=[O:18])[N:13]([C:11]2[CH:10]=[N:9][N:8]([CH2:7][C:6]3[C:2]([CH3:1])=[N:3][O:4][C:5]=3[CH3:24])[CH:12]=2)[C:14](=[O:23])[NH:15]1)[C:26]1[CH:31]=[CH:30][CH:29]=[CH:28][CH:27]=1. (5) Given the reactants [Cl:1][C:2]1[CH:7]=[CH:6][C:5]([O:8][C:9]2[CH:16]=[CH:15][C:14]([CH:17]=[CH2:18])=[CH:13][C:10]=2[C:11]#[N:12])=[CH:4][C:3]=1[C:19]([F:22])([F:21])[F:20].B1C2CCCC1CCC2.[OH2:32].[OH-].[Na+].OO, predict the reaction product. The product is: [Cl:1][C:2]1[CH:7]=[CH:6][C:5]([O:8][C:9]2[CH:16]=[CH:15][C:14]([CH2:17][CH2:18][OH:32])=[CH:13][C:10]=2[C:11]#[N:12])=[CH:4][C:3]=1[C:19]([F:20])([F:21])[F:22]. (6) Given the reactants [C:1]1(P([C:2]2[CH:3]=[CH:4]C=[CH:6][CH:1]=2)[C:2]2[CH:3]=[CH:4]C=[CH:6][CH:1]=2)[CH:6]=C[CH:4]=[CH:3][CH:2]=1.C(O)(=O)CCC#C.[NH2:27][C:28]1[CH:33]=[CH:32][CH:31]=[CH:30][C:29]=1[OH:34].CCN(CC)CC.C(Cl)(Cl)(Cl)Cl, predict the reaction product. The product is: [CH2:3]([C:4]1[O:34][C:29]2[CH:30]=[CH:31][CH:32]=[CH:33][C:28]=2[N:27]=1)[CH2:2][C:1]#[CH:6]. (7) Given the reactants Cl[C:2]1[C:7]([CH:8]([CH2:13][CH2:14][CH3:15])[C:9]([O:11][CH3:12])=[O:10])=[C:6]([CH3:16])[N:5]=[C:4]([C:17]2[CH:22]=[CH:21][CH:20]=[CH:19][CH:18]=2)[N:3]=1.C(N(CC)C(C)C)(C)C.[Cl:32][C:33]1[CH:38]=[CH:37][C:36](B(O)O)=[CH:35][CH:34]=1, predict the reaction product. The product is: [Cl:32][C:33]1[CH:38]=[CH:37][C:36]([C:2]2[C:7]([CH:8]([CH2:13][CH2:14][CH3:15])[C:9]([O:11][CH3:12])=[O:10])=[C:6]([CH3:16])[N:5]=[C:4]([C:17]3[CH:22]=[CH:21][CH:20]=[CH:19][CH:18]=3)[N:3]=2)=[CH:35][CH:34]=1.